From a dataset of Catalyst prediction with 721,799 reactions and 888 catalyst types from USPTO. Predict which catalyst facilitates the given reaction. (1) Reactant: [CH2:1]([N:4]1[C:12]2[C:7](=[CH:8][CH:9]=[CH:10][CH:11]=2)[C:6]([CH:13]=[O:14])=[CH:5]1)[CH:2]=[CH2:3].B1C2CCCC1CCC2.[OH-:24].[Na+]. Product: [OH:24][CH2:3][CH2:2][CH2:1][N:4]1[C:12]2[C:7](=[CH:8][CH:9]=[CH:10][CH:11]=2)[C:6]([CH:13]=[O:14])=[CH:5]1. The catalyst class is: 165. (2) Reactant: [OH-].[Na+:2].C([O:5][C:6]([C:8]1[CH:13]=[C:12]([CH3:14])[N:11]=[C:10]([O:15][CH3:16])[CH:9]=1)=[O:7])C. Product: [Na+:2].[CH3:16][O:15][C:10]1[CH:9]=[C:8]([C:6]([O-:7])=[O:5])[CH:13]=[C:12]([CH3:14])[N:11]=1. The catalyst class is: 1. (3) Reactant: [CH3:1][O:2][C:3]1[CH:10]=[CH:9][C:6]([CH2:7][NH2:8])=[CH:5][CH:4]=1.[C:11]1(=O)[O:17][C:15](=[O:16])[C:14]2=[CH:18][CH:19]=[CH:20][CH:21]=[C:13]2[CH2:12]1. Product: [CH3:1][O:2][C:3]1[CH:10]=[CH:9][C:6]([CH2:7][N:8]2[C:11](=[O:17])[CH2:12][C:13]3[C:14](=[CH:18][CH:19]=[CH:20][CH:21]=3)[C:15]2=[O:16])=[CH:5][CH:4]=1. The catalyst class is: 6. (4) Product: [CH2:1]([O:4][C@H:5]([C@@H:10]([O:11][CH2:12][CH:13]=[CH2:14])[C@H:9]([O:15][CH2:16][CH:17]=[CH2:18])[C:8](=[O:7])[CH2:19][O:20][CH2:21][CH:22]=[CH2:23])[C:6]([C:25]1[CH:30]=[CH:29][C:28]([Cl:31])=[C:27]([CH2:32][C:33]2[CH:34]=[CH:35][C:36]([O:39][CH2:40][CH3:41])=[CH:37][CH:38]=2)[CH:26]=1)=[O:24])[CH:2]=[CH2:3]. Reactant: [CH2:1]([O:4][C@@H:5]1[C@@H:10]([O:11][CH2:12][CH:13]=[CH2:14])[C@H:9]([O:15][CH2:16][CH:17]=[CH2:18])[C@@H:8]([CH2:19][O:20][CH2:21][CH:22]=[CH2:23])[O:7][C:6]1([C:25]1[CH:30]=[CH:29][C:28]([Cl:31])=[C:27]([CH2:32][C:33]2[CH:38]=[CH:37][C:36]([O:39][CH2:40][CH3:41])=[CH:35][CH:34]=2)[CH:26]=1)[OH:24])[CH:2]=[CH2:3].CC(OI1(OC(C)=O)(OC(C)=O)OC(=O)C2C=CC=CC1=2)=O. The catalyst class is: 2. (5) Reactant: [Cl:1][C:2]1[N:7]=[N:6][C:5]([NH:8][S:9]([CH2:12][C:13]2[CH:18]=[CH:17][C:16]([C:19]#[N:20])=[CH:15][CH:14]=2)(=[O:11])=[O:10])=[C:4]([O:21]C)[CH:3]=1.B(Br)(Br)Br. Product: [Cl:1][C:2]1[N:7]=[N:6][C:5]([NH:8][S:9]([CH2:12][C:13]2[CH:14]=[CH:15][C:16]([C:19]#[N:20])=[CH:17][CH:18]=2)(=[O:11])=[O:10])=[C:4]([OH:21])[CH:3]=1. The catalyst class is: 2. (6) Reactant: [NH2:1][C:2]1[S:3][C@:4]2(/[CH:28]=[CH:29]/[C:30]([N:32]([CH3:34])[CH3:33])=[O:31])[C@H:6]([C@:7]([C:11]3[CH:12]=[C:13]([NH:18][C:19](=[O:27])[C:20]4[CH:25]=[CH:24][C:23]([Cl:26])=[CH:22][N:21]=4)[CH:14]=[CH:15][C:16]=3[F:17])([CH2:9][F:10])[N:8]=1)[CH2:5]2.[BH4-].[Li+]. Product: [NH2:1][C:2]1[S:3][C@:4]2([CH2:28][CH2:29][C:30]([N:32]([CH3:34])[CH3:33])=[O:31])[C@H:6]([C@:7]([C:11]3[CH:12]=[C:13]([NH:18][C:19](=[O:27])[C:20]4[CH:25]=[CH:24][C:23]([Cl:26])=[CH:22][N:21]=4)[CH:14]=[CH:15][C:16]=3[F:17])([CH2:9][F:10])[N:8]=1)[CH2:5]2. The catalyst class is: 1. (7) Reactant: [C:1]1([C:37]2[CH:42]=[CH:41][CH:40]=[CH:39][CH:38]=2)[CH:6]=[CH:5][C:4]([C@@:7]23[CH2:27][N:20]([C@H:21]([C:23]([O:25]C)=[O:24])[CH2:22]2)[C:19](=[O:28])[C@@H:18]([NH:29][C:30]([O:32][C:33]([CH3:36])([CH3:35])[CH3:34])=[O:31])[CH2:17][CH2:16][CH2:15][CH2:14][CH2:13][CH2:12][CH:11]=[CH:10][CH2:9][S:8]3)=[CH:3][CH:2]=1.O.[OH-].[Li+]. Product: [C:1]1([C:37]2[CH:38]=[CH:39][CH:40]=[CH:41][CH:42]=2)[CH:6]=[CH:5][C:4]([C@@:7]23[CH2:27][N:20]([C@H:21]([C:23]([OH:25])=[O:24])[CH2:22]2)[C:19](=[O:28])[C@@H:18]([NH:29][C:30]([O:32][C:33]([CH3:36])([CH3:34])[CH3:35])=[O:31])[CH2:17][CH2:16][CH2:15][CH2:14][CH2:13][CH2:12][CH:11]=[CH:10][CH2:9][S:8]3)=[CH:3][CH:2]=1. The catalyst class is: 87. (8) Reactant: [CH2:1]([O:8][C:9]([NH:11][C:12]([CH3:17])([CH3:16])[C:13](O)=[O:14])=[O:10])[C:2]1[CH:7]=[CH:6][CH:5]=[CH:4][CH:3]=1.O[N:19]1C2C=CC=CC=2N=N1.Cl.C(N=C=NCCCN(C)C)C.N. Product: [CH2:1]([O:8][C:9]([NH:11][C:12]([CH3:17])([CH3:16])[C:13]([NH2:19])=[O:14])=[O:10])[C:2]1[CH:7]=[CH:6][CH:5]=[CH:4][CH:3]=1. The catalyst class is: 681. (9) Reactant: [H-].[Na+].[C:3]([Si:7]([CH3:26])([CH3:25])[O:8][C@H:9]1[CH2:13][CH2:12][C@H:11]([NH:14][C:15]2[C:20]([C:21]#[N:22])=[CH:19][N:18]=[C:17]([S:23][CH3:24])[N:16]=2)[CH2:10]1)([CH3:6])([CH3:5])[CH3:4].[CH3:27][C:28](OC(C)=O)=[O:29].O.NN. Product: [NH2:22][C:21]1[C:20]2[CH:19]=[N:18][C:17]([S:23][CH3:24])=[N:16][C:15]=2[N:14]([C@H:11]2[CH2:12][CH2:13][C@H:9]([O:8][Si:7]([C:3]([CH3:6])([CH3:5])[CH3:4])([CH3:26])[CH3:25])[CH2:10]2)[C:28](=[O:29])[CH:27]=1. The catalyst class is: 3. (10) Reactant: [C:1]([Si:5]([CH3:33])([CH3:32])[O:6][CH:7]([C:26]1[CH:31]=[CH:30][CH:29]=[CH:28][CH:27]=1)[C:8]([C:10]1[CH:25]=[CH:24][C:13]2[N:14]=[C:15](Cl)[N:16]([S:17]([CH:20]([CH3:22])[CH3:21])(=[O:19])=[O:18])[C:12]=2[CH:11]=1)=[O:9])([CH3:4])([CH3:3])[CH3:2].[CH2:34]([NH2:36])[CH3:35]. Product: [C:1]([Si:5]([CH3:33])([CH3:32])[O:6][CH:7]([C:26]1[CH:31]=[CH:30][CH:29]=[CH:28][CH:27]=1)[C:8]([C:10]1[CH:25]=[CH:24][C:13]2[N:14]=[C:15]([NH:36][CH2:34][CH3:35])[N:16]([S:17]([CH:20]([CH3:22])[CH3:21])(=[O:19])=[O:18])[C:12]=2[CH:11]=1)=[O:9])([CH3:4])([CH3:3])[CH3:2]. The catalyst class is: 1.